This data is from Buchwald-Hartwig C-N cross coupling reaction yields with 55,370 reactions. The task is: Predict the reaction yield, written as a fraction of the theoretical maximum amount of product (1.0 means a 100% yield; for example, 0.34 means a 34% yield). The reactants are FC(F)(F)c1ccc(Br)cc1.Cc1ccc(N)cc1.O=S(=O)(O[Pd]1c2ccccc2-c2ccccc2N~1)C(F)(F)F.COc1ccc(OC)c(P([C@]23C[C@H]4C[C@H](C[C@H](C4)C2)C3)[C@]23C[C@H]4C[C@H](C[C@H](C4)C2)C3)c1-c1c(C(C)C)cc(C(C)C)cc1C(C)C.CCN=P(N=P(N(C)C)(N(C)C)N(C)C)(N(C)C)N(C)C.Fc1cccc(F)c1-c1ccno1. No catalyst specified. The product is Cc1ccc(Nc2ccc(C(F)(F)F)cc2)cc1. The yield is 0.122.